From a dataset of Catalyst prediction with 721,799 reactions and 888 catalyst types from USPTO. Predict which catalyst facilitates the given reaction. (1) Reactant: [F:1][CH:2]([F:19])[O:3][C:4]1[CH:9]=[CH:8][C:7]([C:10]2[C:15]([F:16])=[CH:14][N:13]=[C:12]([C:17]#[N:18])[CH:11]=2)=[CH:6][CH:5]=1.[ClH:20]. Product: [ClH:20].[F:19][CH:2]([F:1])[O:3][C:4]1[CH:5]=[CH:6][C:7]([C:10]2[C:15]([F:16])=[CH:14][N:13]=[C:12]([CH2:17][NH2:18])[CH:11]=2)=[CH:8][CH:9]=1. The catalyst class is: 43. (2) Reactant: C[O:2][C:3](=[O:27])[C:4]1[CH:9]=[CH:8][C:7]([C:10]2[CH:15]=[CH:14][N:13]=[C:12]([CH3:16])[C:11]=2[C:17]#[C:18][C:19]2[CH:20]=[N:21][C:22]([NH2:25])=[CH:23][CH:24]=2)=[CH:6][C:5]=1[F:26].[OH-].[Na+]. Product: [NH2:25][C:22]1[N:21]=[CH:20][C:19]([C:18]#[C:17][C:11]2[C:12]([CH3:16])=[N:13][CH:14]=[CH:15][C:10]=2[C:7]2[CH:8]=[CH:9][C:4]([C:3]([OH:27])=[O:2])=[C:5]([F:26])[CH:6]=2)=[CH:24][CH:23]=1. The catalyst class is: 1. (3) Reactant: [CH:1]1([C:6]([OH:8])=[O:7])[CH2:5][CH:4]=[CH:3][CH2:2]1.S(Cl)(Cl)=O.N1C=CC=[CH:15][CH:14]=1. Product: [CH:1]1([C:6]([O:8][CH2:14][CH3:15])=[O:7])[CH2:5][CH:4]=[CH:3][CH2:2]1. The catalyst class is: 8. (4) Reactant: [NH2:1][C:2]1[C:7]([CH2:8][CH2:9][CH:10]2[CH2:15][CH2:14][N:13](C(OC(C)(C)C)=O)[CH2:12][CH2:11]2)=[C:6]([Cl:23])[N:5]=[C:4]([CH3:24])[N:3]=1.Cl. Product: [ClH:23].[Cl:23][C:6]1[N:5]=[C:4]([CH3:24])[N:3]=[C:2]([NH2:1])[C:7]=1[CH2:8][CH2:9][CH:10]1[CH2:15][CH2:14][NH:13][CH2:12][CH2:11]1. The catalyst class is: 12. (5) Reactant: [NH2:1][C:2]1[CH:12]=[CH:11][C:5]2[NH:6][C:7](=[O:10])[CH2:8][O:9][C:4]=2[CH:3]=1.[F:13][C:14]1[CH:31]=[CH:30][C:17]([CH2:18][CH:19]2[CH2:24][CH2:23][N:22]([C:25](=[O:29])[C:26](O)=[O:27])[CH2:21][CH2:20]2)=[CH:16][CH:15]=1. Product: [F:13][C:14]1[CH:31]=[CH:30][C:17]([CH2:18][CH:19]2[CH2:20][CH2:21][N:22]([C:25](=[O:29])[C:26]([NH:1][C:2]3[CH:12]=[CH:11][C:5]4[NH:6][C:7](=[O:10])[CH2:8][O:9][C:4]=4[CH:3]=3)=[O:27])[CH2:23][CH2:24]2)=[CH:16][CH:15]=1. The catalyst class is: 27. (6) Reactant: [CH3:1][O:2][C:3](=[O:32])[CH2:4][C:5]1[C:14]([CH3:15])=[C:13]([CH2:16][C:17]2[CH:22]=[CH:21][C:20]([O:23]CC3C=CC=CC=3)=[CH:19][CH:18]=2)[C:12]2[C:7](=[CH:8][CH:9]=[C:10]([F:31])[CH:11]=2)[CH:6]=1. Product: [CH3:1][O:2][C:3](=[O:32])[CH2:4][C:5]1[C:14]([CH3:15])=[C:13]([CH2:16][C:17]2[CH:18]=[CH:19][C:20]([OH:23])=[CH:21][CH:22]=2)[C:12]2[C:7](=[CH:8][CH:9]=[C:10]([F:31])[CH:11]=2)[CH:6]=1. The catalyst class is: 29. (7) Product: [Cl:1][C:2]1[CH:7]=[C:6]2[N:8]([CH2:33][OH:34])[C:9](=[O:32])[C@:10]3([C@@H:15]([C:16]4[CH:21]=[CH:20][CH:19]=[C:18]([Cl:22])[CH:17]=4)[CH2:14][C@H:13]([CH2:23][C:24]([OH:26])=[O:25])[C:12](=[O:27])[N:11]3[CH2:28][CH:29]3[CH2:30][CH2:31]3)[C:5]2=[CH:4][CH:3]=1. The catalyst class is: 2. Reactant: [Cl:1][C:2]1[CH:7]=[C:6]2[N:8]([CH2:33][O:34]CC[Si](C)(C)C)[C:9](=[O:32])[C@:10]3([C@@H:15]([C:16]4[CH:21]=[CH:20][CH:19]=[C:18]([Cl:22])[CH:17]=4)[CH2:14][C@H:13]([CH2:23][C:24]([OH:26])=[O:25])[C:12](=[O:27])[N:11]3[CH2:28][CH:29]3[CH2:31][CH2:30]3)[C:5]2=[CH:4][CH:3]=1.C(O)(C(F)(F)F)=O. (8) Reactant: [C:1]([C:4]1[CH:9]=[CH:8][C:7]([N:10]2[C:14](=[O:15])[NH:13][NH:12][C:11]2=[O:16])=[CH:6][CH:5]=1)(=[O:3])[CH3:2]. Product: [C:1]([C:4]1[CH:5]=[CH:6][C:7]([N:10]2[C:11](=[O:16])[N:12]=[N:13][C:14]2=[O:15])=[CH:8][CH:9]=1)(=[O:3])[CH3:2]. The catalyst class is: 2.